Dataset: NCI-60 drug combinations with 297,098 pairs across 59 cell lines. Task: Regression. Given two drug SMILES strings and cell line genomic features, predict the synergy score measuring deviation from expected non-interaction effect. (1) Drug 1: CC1=C(C=C(C=C1)C(=O)NC2=CC(=CC(=C2)C(F)(F)F)N3C=C(N=C3)C)NC4=NC=CC(=N4)C5=CN=CC=C5. Drug 2: CC1C(C(CC(O1)OC2CC(CC3=C2C(=C4C(=C3O)C(=O)C5=C(C4=O)C(=CC=C5)OC)O)(C(=O)CO)O)N)O.Cl. Cell line: SNB-75. Synergy scores: CSS=24.9, Synergy_ZIP=-2.08, Synergy_Bliss=-2.67, Synergy_Loewe=-14.4, Synergy_HSA=-2.86. (2) Drug 1: C1=NC2=C(N1)C(=S)N=C(N2)N. Drug 2: CCN(CC)CCNC(=O)C1=C(NC(=C1C)C=C2C3=C(C=CC(=C3)F)NC2=O)C. Cell line: SF-268. Synergy scores: CSS=15.3, Synergy_ZIP=-0.869, Synergy_Bliss=-0.794, Synergy_Loewe=-9.14, Synergy_HSA=-5.83. (3) Drug 1: CC1=CC=C(C=C1)C2=CC(=NN2C3=CC=C(C=C3)S(=O)(=O)N)C(F)(F)F. Drug 2: B(C(CC(C)C)NC(=O)C(CC1=CC=CC=C1)NC(=O)C2=NC=CN=C2)(O)O. Cell line: NCIH23. Synergy scores: CSS=31.8, Synergy_ZIP=2.45, Synergy_Bliss=-0.525, Synergy_Loewe=-15.5, Synergy_HSA=-5.58. (4) Drug 1: CCCS(=O)(=O)NC1=C(C(=C(C=C1)F)C(=O)C2=CNC3=C2C=C(C=N3)C4=CC=C(C=C4)Cl)F. Drug 2: CN(C)C1=NC(=NC(=N1)N(C)C)N(C)C. Cell line: NCI/ADR-RES. Synergy scores: CSS=-3.98, Synergy_ZIP=1.06, Synergy_Bliss=-1.90, Synergy_Loewe=-3.40, Synergy_HSA=-4.25.